From a dataset of Full USPTO retrosynthesis dataset with 1.9M reactions from patents (1976-2016). Predict the reactants needed to synthesize the given product. (1) Given the product [OH:5][C:6]1[CH:11]=[C:10]([CH2:12][CH2:13][CH3:14])[CH:9]=[CH:8][C:7]=1[O:15][C:16]1[CH:21]=[CH:20][C:19]([NH:22][S:23]([CH3:26])(=[O:24])=[O:25])=[N:18][CH:17]=1, predict the reactants needed to synthesize it. The reactants are: CS([O:5][C:6]1[CH:11]=[C:10]([CH2:12][CH2:13][CH3:14])[CH:9]=[CH:8][C:7]=1[O:15][C:16]1[CH:17]=[N:18][C:19]([NH:22][S:23]([CH3:26])(=[O:25])=[O:24])=[CH:20][CH:21]=1)(=O)=O.[OH-].[K+]. (2) Given the product [NH2:10][C:8]1[S:9][C:5]([S:1]([NH2:2])(=[O:4])=[O:3])=[N:6][N:7]=1, predict the reactants needed to synthesize it. The reactants are: [S:1]([C:5]1[S:9][C:8]([NH:10]C(=O)C)=[N:7][N:6]=1)(=[O:4])(=[O:3])[NH2:2].Cl. (3) Given the product [NH2:7][CH:6]([CH:10]([OH:9])[C:11]1[CH:12]=[CH:13][N:14]=[CH:15][CH:16]=1)[C:4]([N:3]([CH2:1][CH3:2])[CH3:17])=[O:5], predict the reactants needed to synthesize it. The reactants are: [CH2:1]([N:3]([CH3:17])[C:4]([CH:6]1[CH:10]([C:11]2[CH:16]=[CH:15][N:14]=[CH:13][CH:12]=2)[O:9]C=[N:7]1)=[O:5])[CH3:2].C(N(C)C([C@H]1[C@H](C2C=CN=CC=2)OC=N1)=O)C.Cl. (4) Given the product [Cl:19][C:17]1[CH:16]=[CH:15][N:14]2[C:10]([C:4]3[CH:3]=[C:2]([C:20]4[CH:25]=[CH:24][CH:23]=[CH:22][CH:21]=4)[N:7]=[C:6]([NH:8][CH3:9])[CH:5]=3)=[CH:11][N:12]=[C:13]2[CH:18]=1, predict the reactants needed to synthesize it. The reactants are: Cl[C:2]1[N:7]=[C:6]([NH:8][CH3:9])[CH:5]=[C:4]([C:10]2[N:14]3[CH:15]=[CH:16][C:17]([Cl:19])=[CH:18][C:13]3=[N:12][CH:11]=2)[CH:3]=1.[C:20]1(B(O)O)[CH:25]=[CH:24][CH:23]=[CH:22][CH:21]=1.O.C([O-])([O-])=O.[Na+].[Na+]. (5) Given the product [NH2:1][C:2]1[CH:42]=[CH:41][C:5]([C:6]([NH:8][C@H:9]2[CH2:14][CH2:13][CH2:12][C@@H:11]([NH:15][C:16]3[N:21]=[C:20]([C:22]4[C:30]5[C:25](=[CH:26][CH:27]=[CH:28][CH:29]=5)[NH:24][CH:23]=4)[C:19]([Cl:40])=[CH:18][N:17]=3)[CH2:10]2)=[O:7])=[C:4]([F:43])[CH:3]=1, predict the reactants needed to synthesize it. The reactants are: [NH2:1][C:2]1[CH:42]=[CH:41][C:5]([C:6]([NH:8][C@H:9]2[CH2:14][CH2:13][CH2:12][C@@H:11]([NH:15][C:16]3[N:21]=[C:20]([C:22]4[C:30]5[C:25](=[CH:26][CH:27]=[CH:28][CH:29]=5)[N:24](S(C5C=CC=CC=5)(=O)=O)[CH:23]=4)[C:19]([Cl:40])=[CH:18][N:17]=3)[CH2:10]2)=[O:7])=[C:4]([F:43])[CH:3]=1.[OH-].[Na+].